This data is from Forward reaction prediction with 1.9M reactions from USPTO patents (1976-2016). The task is: Predict the product of the given reaction. (1) Given the reactants C(OC([N:8]1[CH2:17][CH2:16][C:15]2[C:11](=[C:12](OS(C(F)(F)F)(=O)=O)[N:13]([CH:18]([CH3:20])[CH3:19])[N:14]=2)[CH2:10][CH2:9]1)=O)(C)(C)C.[CH3:29][O:30][C:31]1[CH:36]=[CH:35][C:34](B(O)O)=[CH:33][CH:32]=1, predict the reaction product. The product is: [CH:18]([N:13]1[C:12]([C:34]2[CH:35]=[CH:36][C:31]([O:30][CH3:29])=[CH:32][CH:33]=2)=[C:11]2[C:15]([CH2:16][CH2:17][NH:8][CH2:9][CH2:10]2)=[N:14]1)([CH3:19])[CH3:20]. (2) Given the reactants [CH2:1]([NH:3][S:4](C1C=CC=CC=1O)(=[O:6])=[O:5])[CH3:2].[Cl:14][C:15]1[CH:37]=[C:36]([Cl:38])[CH:35]=[CH:34][C:16]=1[C:17]([NH:19][CH2:20][C:21]1([C:27]2[C:32]([F:33])=[CH:31][CH:30]=[CH:29][N:28]=2)[CH2:26][CH2:25][NH:24][CH2:23][CH2:22]1)=[O:18].Cl, predict the reaction product. The product is: [Cl:14][C:15]1[CH:37]=[C:36]([Cl:38])[CH:35]=[CH:34][C:16]=1[C:17]([NH:19][CH2:20][C:21]1([C:27]2[C:32]([F:33])=[CH:31][CH:30]=[CH:29][N:28]=2)[CH2:22][CH2:23][N:24]([S:4]([NH:3][CH2:1][CH3:2])(=[O:6])=[O:5])[CH2:25][CH2:26]1)=[O:18]. (3) Given the reactants C[O:2][C:3](=O)[C:4]1[CH:9]=[CH:8][N:7]=[C:6]([CH3:10])[CH:5]=1.O.[NH2:13][NH2:14], predict the reaction product. The product is: [CH3:10][C:6]1[CH:5]=[C:4]([CH:9]=[CH:8][N:7]=1)[C:3]([NH:13][NH2:14])=[O:2]. (4) Given the reactants C([O:3][C:4](=[O:36])[CH2:5][CH2:6][NH:7][S:8]([C:11]1[S:15][C:14]([NH:16][C:17]([N:19]([CH2:30][CH:31]2[CH2:35][CH2:34][CH2:33][CH2:32]2)[C:20]2[CH:25]=[CH:24][C:23]([S:26]([CH3:29])(=[O:28])=[O:27])=[CH:22][CH:21]=2)=[O:18])=[N:13][CH:12]=1)(=[O:10])=[O:9])C.C1(CN(C2C=CC(S(C)(=O)=O)=CC=2)C(=O)NC2SC=C(CC(O)=O)N=2)CCCC1.C1(CNC2C=CC(S(C)(=O)=O)=CC=2)CCCC1.C(OC(=O)CCNS(C1SC(N)=NC=1)(=O)=O)C.COC([C@@H]1CCCN1S(C1SC(N)=NC=1)(=O)=O)=O, predict the reaction product. The product is: [CH:31]1([CH2:30][N:19]([C:20]2[CH:25]=[CH:24][C:23]([S:26]([CH3:29])(=[O:27])=[O:28])=[CH:22][CH:21]=2)[C:17](=[O:18])[NH:16][C:14]2[S:15][C:11]([S:8]([NH:7][CH2:6][CH2:5][C:4]([OH:36])=[O:3])(=[O:10])=[O:9])=[CH:12][N:13]=2)[CH2:35][CH2:34][CH2:33][CH2:32]1.